This data is from Reaction yield outcomes from USPTO patents with 853,638 reactions. The task is: Predict the reaction yield, written as a fraction of the theoretical maximum amount of product (1.0 means a 100% yield; for example, 0.34 means a 34% yield). (1) The reactants are [C:1]([O:5][C:6]([N:8]1[CH2:12][CH2:11][C:10]([C:14]2[CH:19]=[CH:18][C:17]([F:20])=[C:16]([Cl:21])[CH:15]=2)([OH:13])[CH2:9]1)=[O:7])([CH3:4])([CH3:3])[CH3:2].[H-].[Na+].I[CH3:25]. The catalyst is O1CCCC1. The product is [Cl:21][C:16]1[CH:15]=[C:14]([C:10]2([O:13][CH3:25])[CH2:11][CH2:12][N:8]([C:6]([O:5][C:1]([CH3:4])([CH3:2])[CH3:3])=[O:7])[CH2:9]2)[CH:19]=[CH:18][C:17]=1[F:20]. The yield is 0.560. (2) The reactants are [CH3:1][C:2]1[S:6][C:5]([C:7]([O:9]C)=[O:8])=[CH:4][C:3]=1[C:11]1[N:15]([CH3:16])[N:14]=[CH:13][CH:12]=1.[Cl:17]N1C(=O)CCC1=O.[OH-].[Na+]. The catalyst is O1CCCC1. The product is [Cl:17][C:12]1[CH:13]=[N:14][N:15]([CH3:16])[C:11]=1[C:3]1[CH:4]=[C:5]([C:7]([OH:9])=[O:8])[S:6][C:2]=1[CH3:1]. The yield is 0.770. (3) The reactants are [Li+].[OH-].[Cl:3][C:4]([Cl:15])([Cl:14])[CH:5]=[CH:6][C:7]([O:9]CCCC)=[O:8].Cl. The catalyst is O.C1COCC1. The product is [Cl:3][C:4]([Cl:15])([Cl:14])[CH:5]=[CH:6][C:7]([OH:9])=[O:8]. The yield is 0.870. (4) The product is [Cl:20][C:17]1[CH:16]=[CH:15][N:14]=[C:13]2[CH:12]=[C:11]([C:9]([N:6]3[CH2:7][CH2:8][C@@H:4]([O:3][CH3:21])[CH2:5]3)=[O:10])[S:19][C:18]=12. The catalyst is C1COCC1. The yield is 0.610. The reactants are [H-].[Na+].[OH:3][C@@H:4]1[CH2:8][CH2:7][N:6]([C:9]([C:11]2[S:19][C:18]3[C:13](=[N:14][CH:15]=[CH:16][C:17]=3[Cl:20])[CH:12]=2)=[O:10])[CH2:5]1.[CH3:21]I.[C-]#N.[K+]. (5) The reactants are FC(F)(F)S(O[C:7]1[CH:12]=[CH:11][CH:10]=[C:9]([C:13]2[CH:18]=[CH:17][CH:16]=[C:15]([C:19]([O:21][CH3:22])=[O:20])[CH:14]=2)[C:8]=1[C:23]([O:25][CH3:26])=[O:24])(=O)=O.[Li+].[Cl-].[CH2:31](N(CC)CC)[CH3:32].C([Sn](CCCC)(CCCC)C=C)CCC. The catalyst is O1CCOCC1.C1C=CC([P]([Pd]([P](C2C=CC=CC=2)(C2C=CC=CC=2)C2C=CC=CC=2)([P](C2C=CC=CC=2)(C2C=CC=CC=2)C2C=CC=CC=2)[P](C2C=CC=CC=2)(C2C=CC=CC=2)C2C=CC=CC=2)(C2C=CC=CC=2)C2C=CC=CC=2)=CC=1. The product is [CH:31]([C:7]1[CH:12]=[CH:11][CH:10]=[C:9]([C:13]2[CH:18]=[CH:17][CH:16]=[C:15]([C:19]([O:21][CH3:22])=[O:20])[CH:14]=2)[C:8]=1[C:23]([O:25][CH3:26])=[O:24])=[CH2:32]. The yield is 0.990. (6) The reactants are O1CCOCC1.[CH:7]1([C:13]2[C:21]3[C:20](=[O:22])[NH:19][C:18]([C:23]4[CH:28]=[CH:27][C:26]([S:29]([N:32]5[CH2:37][CH2:36][N:35]([CH3:38])[CH2:34][CH2:33]5)(=[O:31])=[O:30])=[CH:25][C:24]=4[O:39][CH3:40])=[N:17][C:16]=3[N:15]([CH3:41])[N:14]=2)[CH2:12][CH2:11][CH2:10][CH2:9][CH2:8]1.[ClH:42].O1CCOCC1. The catalyst is CCOCC. The product is [Cl-:42].[CH:7]1([C:13]2[C:21]3[C:20](=[O:22])[NH:19][C:18]([C:23]4[CH:28]=[CH:27][C:26]([S:29]([N:32]5[CH2:37][CH2:36][N:35]([CH3:38])[CH2:34][CH2:33]5)(=[O:30])=[O:31])=[CH:25][C:24]=4[O:39][CH3:40])=[N:17][C:16]=3[N:15]([CH3:41])[N:14]=2)[CH2:8][CH2:9][CH2:10][CH2:11][CH2:12]1. The yield is 0.560.